Dataset: Forward reaction prediction with 1.9M reactions from USPTO patents (1976-2016). Task: Predict the product of the given reaction. (1) Given the reactants [O:1]1[CH:5]=[CH:4][C:3]2[CH:6]=[C:7]([C:10]3[O:14]C=[N:12][C:11]=3C(OC)=O)[CH:8]=[CH:9][C:2]1=2.[ClH:19], predict the reaction product. The product is: [ClH:19].[NH2:12][CH2:11][C:10]([C:7]1[CH:8]=[CH:9][C:2]2[O:1][CH:5]=[CH:4][C:3]=2[CH:6]=1)=[O:14]. (2) Given the reactants [NH2:1][C:2]1[C:3]2[C:13]([O:14][CH2:15][CH:16]3[CH2:20][CH2:19][CH2:18][CH2:17]3)=[CH:12][C:11]([CH2:21][CH2:22][NH2:23])=[CH:10][C:4]=2[S:5][C:6]=1[C:7]([NH2:9])=[O:8].C(N(CC)CC)C.[Si]([N:35]=[C:36]=[O:37])(C)(C)C, predict the reaction product. The product is: [NH2:1][C:2]1[C:3]2[C:13]([O:14][CH2:15][CH:16]3[CH2:17][CH2:18][CH2:19][CH2:20]3)=[CH:12][C:11]([CH2:21][CH2:22][NH:23][C:36]([NH2:35])=[O:37])=[CH:10][C:4]=2[S:5][C:6]=1[C:7]([NH2:9])=[O:8]. (3) Given the reactants [Cl:1][C:2]1[CH:7]=[CH:6][C:5]([C@H:8]([N:20]2[CH2:23][CH:22]([C@@H:24]([C:29]3[CH:34]=[C:33]([F:35])[CH:32]=[C:31]([C:36]#[N:37])[CH:30]=3)[C:25]([F:28])([CH3:27])[CH3:26])[CH2:21]2)[C:9]2[CH:10]=[C:11]([CH:17]=[CH:18][CH:19]=2)[C:12]([O:14]CC)=O)=[CH:4][CH:3]=1.[NH2:38][NH2:39], predict the reaction product. The product is: [Cl:1][C:2]1[CH:7]=[CH:6][C:5]([C@H:8]([N:20]2[CH2:21][CH:22]([C@@H:24]([C:29]3[CH:34]=[C:33]([F:35])[CH:32]=[C:31]([C:36]#[N:37])[CH:30]=3)[C:25]([F:28])([CH3:26])[CH3:27])[CH2:23]2)[C:9]2[CH:10]=[C:11]([CH:17]=[CH:18][CH:19]=2)[C:12]([NH:38][NH2:39])=[O:14])=[CH:4][CH:3]=1. (4) Given the reactants [C:1]1([CH3:16])[CH:6]=[CH:5][C:4]([CH:7]=[CH:8][C:9]2[CH:14]=[CH:13][CH:12]=[CH:11][N+:10]=2[O-])=[CH:3][CH:2]=1.COS(OC)(=O)=O.[C-:24]#[N:25].[Na+], predict the reaction product. The product is: [C:1]1([CH3:16])[CH:6]=[CH:5][C:4]([CH:7]=[CH:8][C:9]2[N:10]=[C:11]([C:24]#[N:25])[CH:12]=[CH:13][CH:14]=2)=[CH:3][CH:2]=1. (5) Given the reactants FC(F)(F)S(O[C:7]1[CH:16]=[C:15]2[C:10]([CH:11]=[CH:12][C:13](=[O:17])[O:14]2)=[CH:9][CH:8]=1)(=O)=O.[CH2:20]([OH:23])[C:21]#[CH:22].C(N(CC)CC)C, predict the reaction product. The product is: [OH:23][CH2:20][C:21]#[C:22][C:7]1[CH:16]=[C:15]2[C:10]([CH:11]=[CH:12][C:13](=[O:17])[O:14]2)=[CH:9][CH:8]=1. (6) Given the reactants [C:1]([OH:5])(=O)[CH2:2][OH:3].[Cl:6][C:7]1[CH:8]=[C:9]([NH:21][C:22]2[C:31]3[C:26](=[CH:27][CH:28]=[CH:29][C:30]=3[O:32][C@@H:33]([CH3:37])[CH2:34][NH:35][CH3:36])[N:25]=[CH:24][N:23]=2)[CH:10]=[CH:11][C:12]=1[O:13][CH2:14][C:15]1[CH:20]=[CH:19][CH:18]=[CH:17][N:16]=1, predict the reaction product. The product is: [Cl:6][C:7]1[CH:8]=[C:9]([NH:21][C:22]2[C:31]3[C:26](=[CH:27][CH:28]=[CH:29][C:30]=3[O:32][C@@H:33]([CH3:37])[CH2:34][N:35]([CH3:36])[C:1](=[O:5])[CH2:2][OH:3])[N:25]=[CH:24][N:23]=2)[CH:10]=[CH:11][C:12]=1[O:13][CH2:14][C:15]1[CH:20]=[CH:19][CH:18]=[CH:17][N:16]=1. (7) Given the reactants [NH2:1][CH:2]1[C:8]2[CH:9]=[CH:10][CH:11]=[CH:12][C:7]=2[CH2:6][CH2:5][N:4]([CH3:13])[C:3]1=[O:14].[C:15]1([CH3:42])[CH:20]=[CH:19][C:18]([C:21]([C@@:23]([C:39]([OH:41])=[O:40])([OH:38])[C@@:24]([C:29]([C:31]2[CH:36]=[CH:35][C:34]([CH3:37])=[CH:33][CH:32]=2)=[O:30])([OH:28])[C:25]([OH:27])=[O:26])=[O:22])=[CH:17][CH:16]=1, predict the reaction product. The product is: [C:15]1([CH3:42])[CH:20]=[CH:19][C:18]([C:21]([C@@:23]([C:39]([OH:41])=[O:40])([OH:38])[C@@:24]([C:29]([C:31]2[CH:32]=[CH:33][C:34]([CH3:37])=[CH:35][CH:36]=2)=[O:30])([OH:28])[C:25]([OH:27])=[O:26])=[O:22])=[CH:17][CH:16]=1.[NH2:1][C@H:2]1[C:8]2[CH:9]=[CH:10][CH:11]=[CH:12][C:7]=2[CH2:6][CH2:5][N:4]([CH3:13])[C:3]1=[O:14]. (8) Given the reactants [CH3:1][N:2]([CH:4]=O)[CH3:3].P(Cl)(Cl)([Cl:8])=O.[CH3:11][O:12][C:13]([C:15]1[CH:16]=[CH:17][C:18]2[O:23][CH2:22][C:21](=O)[NH:20][C:19]=2[CH:25]=1)=[O:14], predict the reaction product. The product is: [CH3:11][O:12][C:13]([C:15]1[CH:16]=[CH:17][C:18]2[O:23][C:22](=[CH:4][N:2]([CH3:1])[CH3:3])[CH:21]([Cl:8])[NH:20][C:19]=2[CH:25]=1)=[O:14]. (9) Given the reactants [O:1]1[CH2:5][CH2:4][O:3][CH:2]1[C:6]1[CH:11]=[CH:10][CH:9]=[CH:8][C:7]=1[Mg]Br.CN(C)[C:16]1[S:20][C:19]2[CH:21]=[C:22]([O:25][CH3:26])[CH:23]=[CH:24][C:18]=2[C:17]=1[C:27]([C:29]1[CH:34]=[CH:33][C:32]([O:35][CH2:36][CH2:37][N:38]2[CH2:43][CH2:42][CH2:41][CH2:40][CH2:39]2)=[CH:31][CH:30]=1)=[O:28], predict the reaction product. The product is: [O:1]1[CH2:5][CH2:4][O:3][CH:2]1[C:6]1[CH:11]=[CH:10][CH:9]=[CH:8][C:7]=1[C:16]1[S:20][C:19]2[CH:21]=[C:22]([O:25][CH3:26])[CH:23]=[CH:24][C:18]=2[C:17]=1[C:27]([C:29]1[CH:34]=[CH:33][C:32]([O:35][CH2:36][CH2:37][N:38]2[CH2:43][CH2:42][CH2:41][CH2:40][CH2:39]2)=[CH:31][CH:30]=1)=[O:28]. (10) Given the reactants F[C:2](F)(F)[C:3]([O-])=O.[Cl:8][C:9]1[C:10]([CH2:16][NH2:17])=[N:11][CH:12]=[C:13]([Cl:15])[CH:14]=1.[S:18]1[CH:22]=[CH:21][N:20]=[C:19]1[N:23]1[CH:27]=[CH:26][CH:25]=[C:24]1[CH:28]=O, predict the reaction product. The product is: [Cl:8][C:9]1[C:10]([CH2:16][N:17]([CH2:28][C:24]2[N:23]([C:19]3[S:18][CH:2]=[CH:3][N:20]=3)[CH:27]=[CH:26][CH:25]=2)[CH2:28][C:24]2[N:23]([C:19]3[S:18][CH:22]=[CH:21][N:20]=3)[CH:27]=[CH:26][CH:25]=2)=[N:11][CH:12]=[C:13]([Cl:15])[CH:14]=1.